From a dataset of Retrosynthesis with 50K atom-mapped reactions and 10 reaction types from USPTO. Predict the reactants needed to synthesize the given product. Given the product O=C(NCC(F)(F)F)[C@@H]1CCCC[C@@H]1Nc1cncc(Br)c1, predict the reactants needed to synthesize it. The reactants are: Brc1cncc(Br)c1.N[C@H]1CCCC[C@H]1C(=O)NCC(F)(F)F.